From a dataset of NCI-60 drug combinations with 297,098 pairs across 59 cell lines. Regression. Given two drug SMILES strings and cell line genomic features, predict the synergy score measuring deviation from expected non-interaction effect. Drug 1: CCN(CC)CCCC(C)NC1=C2C=C(C=CC2=NC3=C1C=CC(=C3)Cl)OC. Drug 2: CC1C(C(CC(O1)OC2CC(CC3=C2C(=C4C(=C3O)C(=O)C5=C(C4=O)C(=CC=C5)OC)O)(C(=O)CO)O)N)O.Cl. Cell line: MALME-3M. Synergy scores: CSS=41.3, Synergy_ZIP=-3.03, Synergy_Bliss=-6.04, Synergy_Loewe=-24.8, Synergy_HSA=-4.84.